This data is from Catalyst prediction with 721,799 reactions and 888 catalyst types from USPTO. The task is: Predict which catalyst facilitates the given reaction. (1) Reactant: C1(C)C=CC(S([NH:10][N:11]=[CH:12][C:13](Cl)=[O:14])(=O)=O)=CC=1.[OH:17][CH2:18]/[CH:19]=[CH:20]/[C:21]1[CH:26]=[CH:25][C:24]([NH:27][C:28](=[O:37])[O:29][CH2:30][C:31]2[CH:36]=[CH:35][CH:34]=[CH:33][CH:32]=2)=[CH:23][CH:22]=1.CN(C)C1C=CC=CC=1.C(N(CC)CC)C. Product: [N+:11](=[CH:12][C:13]([O:17][CH2:18]/[CH:19]=[CH:20]/[C:21]1[CH:26]=[CH:25][C:24]([NH:27][C:28]([O:29][CH2:30][C:31]2[CH:32]=[CH:33][CH:34]=[CH:35][CH:36]=2)=[O:37])=[CH:23][CH:22]=1)=[O:14])=[N-:10]. The catalyst class is: 4. (2) Reactant: [C:1]([C:4]1[CH:9]=[CH:8][CH:7]=[CH:6][CH:5]=1)(=O)[CH3:2].[Li+].C[Si]([N-][Si](C)(C)C)(C)C.[C:20](Cl)(=O)[CH2:21][CH2:22][CH3:23].O.[NH2:27][NH2:28]. Product: [C:4]1([C:1]2[CH:2]=[C:20]([CH2:21][CH2:22][CH3:23])[NH:28][N:27]=2)[CH:9]=[CH:8][CH:7]=[CH:6][CH:5]=1. The catalyst class is: 11. (3) Reactant: ClCCl.Br[C:5]1[CH:13]=[CH:12][CH:11]=[C:10]2[C:6]=1[CH2:7][N:8]([CH2:15][CH2:16][C:17]1[CH:26]=[CH:25][C:24]3[C:19](=[CH:20][CH:21]=[CH:22][CH:23]=3)[N:18]=1)[C:9]2=[O:14].[N:27]1[CH:32]=[CH:31][CH:30]=[C:29](B(O)O)[CH:28]=1.C([O-])([O-])=O.[Cs+].[Cs+]. Product: [N:27]1[CH:32]=[CH:31][CH:30]=[C:29]([C:5]2[CH:13]=[CH:12][CH:11]=[C:10]3[C:6]=2[CH2:7][N:8]([CH2:15][CH2:16][C:17]2[CH:26]=[CH:25][C:24]4[C:19](=[CH:20][CH:21]=[CH:22][CH:23]=4)[N:18]=2)[C:9]3=[O:14])[CH:28]=1. The catalyst class is: 75. (4) Reactant: [Cl:1][C:2]1[CH:9]=[C:8]([O:10][CH3:11])[C:7]([O:12]C)=[CH:6][C:3]=1[CH:4]=[O:5].[OH-].[Na+].CCCCCC.CCOC(C)=O. Product: [Cl:1][C:2]1[CH:9]=[C:8]([O:10][CH3:11])[C:7]([OH:12])=[CH:6][C:3]=1[CH:4]=[O:5]. The catalyst class is: 82. (5) Reactant: [I-].[CH3:2][S+](C)(C)=O.[H-].[Na+].[O:9]=[C:10]1[CH2:15][CH2:14][CH:13]([N:16]2[CH2:21][CH2:20][O:19][CH2:18][C:17]2=[O:22])[CH2:12][CH2:11]1. Product: [O:9]1[C:10]2([CH2:15][CH2:14][CH:13]([N:16]3[CH2:21][CH2:20][O:19][CH2:18][C:17]3=[O:22])[CH2:12][CH2:11]2)[CH2:2]1. The catalyst class is: 16. (6) Reactant: C(Cl)(=O)C(Cl)=O.CS(C)=O.[F:11][CH2:12][CH2:13][OH:14].CCN(CC)CC.[CH3:22][NH:23][C:24](=[O:31])[CH2:25][CH2:26][CH2:27][N+:28]([O-:30])=[O:29]. Product: [CH3:22][NH:23][C:24](=[O:31])[CH2:25][CH2:26][CH:27]([N+:28]([O-:30])=[O:29])[CH:13]([OH:14])[CH2:12][F:11]. The catalyst class is: 4. (7) Reactant: C([O:3][C:4]([C:6]1[NH:14][C:13]2[C:8](=[N:9][C:10]([O:15][CH3:16])=[CH:11][CH:12]=2)[CH:7]=1)=[O:5])C.[OH-].[Na+].C(O)(=O)C. Product: [CH3:16][O:15][C:10]1[N:9]=[C:8]2[CH:7]=[C:6]([C:4]([OH:5])=[O:3])[NH:14][C:13]2=[CH:12][CH:11]=1. The catalyst class is: 8. (8) Reactant: [Br:1][C:2]1[CH:7]=[CH:6][C:5]([C:8]([N:16]=[C:17]=[O:18])([CH3:15])[CH:9]([CH:12]([CH3:14])[CH3:13])[CH:10]=[CH2:11])=[CH:4][C:3]=1[Cl:19].C(N(CC)CC)C.Cl.[CH2:28]([O:30][C:31](=[O:35])[CH2:32][CH2:33][NH2:34])[CH3:29].Cl. Product: [CH2:28]([O:30][C:31](=[O:35])[CH2:32][CH2:33][NH:34][C:17]([NH:16][C:8]([C:5]1[CH:6]=[CH:7][C:2]([Br:1])=[C:3]([Cl:19])[CH:4]=1)([CH3:15])[CH:9]([CH:12]([CH3:13])[CH3:14])[CH:10]=[CH2:11])=[O:18])[CH3:29]. The catalyst class is: 7.